Dataset: Full USPTO retrosynthesis dataset with 1.9M reactions from patents (1976-2016). Task: Predict the reactants needed to synthesize the given product. (1) Given the product [OH:15][C:13]1[C:5]([C:17]([O:19][CH2:20][CH3:21])=[O:18])=[CH:6][N:7]=[C:8]2[S:9][CH:10]=[C:11]([CH3:16])[C:12]=12, predict the reactants needed to synthesize it. The reactants are: C(OC(=O)[C:5]([C:17]([O:19][CH2:20][CH3:21])=[O:18])=[CH:6][NH:7][C:8]1[S:9][CH:10]=[C:11]([CH3:16])[C:12]=1[C:13]([OH:15])=O)C. (2) Given the product [Br:16][CH2:2][C:3]1[C:12]2[C:7](=[CH:8][CH:9]=[CH:10][CH:11]=2)[CH:6]=[C:5]([C:13]#[N:14])[N:4]=1, predict the reactants needed to synthesize it. The reactants are: O[CH2:2][C:3]1[C:12]2[C:7](=[CH:8][CH:9]=[CH:10][CH:11]=2)[CH:6]=[C:5]([C:13]#[N:14])[N:4]=1.P(Br)(Br)[Br:16].C([O-])(O)=O.[Na+].